Predict the reaction yield, written as a fraction of the theoretical maximum amount of product (1.0 means a 100% yield; for example, 0.34 means a 34% yield). From a dataset of Reaction yield outcomes from USPTO patents with 853,638 reactions. (1) The reactants are [F:1][C:2]1[CH:7]=[C:6]([OH:8])[CH:5]=[CH:4][C:3]=1[C:9]1[CH:14]=[CH:13][C:12]([CH2:15][C:16]([O:18][CH3:19])=[O:17])=[CH:11][CH:10]=1.[CH3:20][O:21][CH:22]([O:39][CH3:40])[C:23]1[C:28]([O:29][CH2:30][O:31][CH3:32])=[C:27]([C:33]([F:36])([F:35])[F:34])[CH:26]=[CH:25][C:24]=1[CH2:37]O. No catalyst specified. The product is [CH3:40][O:39][CH:22]([O:21][CH3:20])[C:23]1[C:28]([O:29][CH2:30][O:31][CH3:32])=[C:27]([C:33]([F:36])([F:35])[F:34])[CH:26]=[CH:25][C:24]=1[CH2:37][O:8][C:6]1[CH:5]=[CH:4][C:3]([C:9]2[CH:14]=[CH:13][C:12]([CH2:15][C:16]([O:18][CH3:19])=[O:17])=[CH:11][CH:10]=2)=[C:2]([F:1])[CH:7]=1. The yield is 0.920. (2) The reactants are C[N:2](C)[CH:3]=[CH:4][C:5]([C:7]1[C:12](=[O:13])[CH:11]=[CH:10][N:9]([C:14]2[CH:19]=[CH:18][CH:17]=[C:16]([C:20]([F:23])([F:22])[F:21])[CH:15]=2)[N:8]=1)=O.Cl.Cl.[CH2:27]([NH:34]N)[C:28]1[CH:33]=[CH:32][CH:31]=[CH:30][CH:29]=1.CCN(CC)CC.Cl. The catalyst is CO. The product is [CH2:27]([N:34]1[C:5]([C:7]2[C:12](=[O:13])[CH:11]=[CH:10][N:9]([C:14]3[CH:19]=[CH:18][CH:17]=[C:16]([C:20]([F:23])([F:22])[F:21])[CH:15]=3)[N:8]=2)=[CH:4][CH:3]=[N:2]1)[C:28]1[CH:33]=[CH:32][CH:31]=[CH:30][CH:29]=1. The yield is 0.470.